Dataset: NCI-60 drug combinations with 297,098 pairs across 59 cell lines. Task: Regression. Given two drug SMILES strings and cell line genomic features, predict the synergy score measuring deviation from expected non-interaction effect. (1) Drug 1: C1C(C(OC1N2C=C(C(=O)NC2=O)F)CO)O. Drug 2: CCCCCOC(=O)NC1=NC(=O)N(C=C1F)C2C(C(C(O2)C)O)O. Cell line: SN12C. Synergy scores: CSS=27.7, Synergy_ZIP=-4.70, Synergy_Bliss=-2.48, Synergy_Loewe=-19.4, Synergy_HSA=-0.247. (2) Drug 1: CS(=O)(=O)C1=CC(=C(C=C1)C(=O)NC2=CC(=C(C=C2)Cl)C3=CC=CC=N3)Cl. Drug 2: N.N.Cl[Pt+2]Cl. Cell line: SK-MEL-28. Synergy scores: CSS=-11.7, Synergy_ZIP=4.91, Synergy_Bliss=4.14, Synergy_Loewe=-5.89, Synergy_HSA=-4.41. (3) Drug 1: CC1C(C(=O)NC(C(=O)N2CCCC2C(=O)N(CC(=O)N(C(C(=O)O1)C(C)C)C)C)C(C)C)NC(=O)C3=C4C(=C(C=C3)C)OC5=C(C(=O)C(=C(C5=N4)C(=O)NC6C(OC(=O)C(N(C(=O)CN(C(=O)C7CCCN7C(=O)C(NC6=O)C(C)C)C)C)C(C)C)C)N)C. Drug 2: CC1=C(N=C(N=C1N)C(CC(=O)N)NCC(C(=O)N)N)C(=O)NC(C(C2=CN=CN2)OC3C(C(C(C(O3)CO)O)O)OC4C(C(C(C(O4)CO)O)OC(=O)N)O)C(=O)NC(C)C(C(C)C(=O)NC(C(C)O)C(=O)NCCC5=NC(=CS5)C6=NC(=CS6)C(=O)NCCC[S+](C)C)O. Cell line: SK-MEL-28. Synergy scores: CSS=6.01, Synergy_ZIP=5.74, Synergy_Bliss=8.04, Synergy_Loewe=3.82, Synergy_HSA=4.41.